From a dataset of Forward reaction prediction with 1.9M reactions from USPTO patents (1976-2016). Predict the product of the given reaction. (1) Given the reactants S(=O)(=O)(O)O.[F:6][C:7]1[CH:8]=[C:9]([CH:16]([CH3:20])[C:17]([OH:19])=[O:18])[CH:10]=[CH:11][C:12]=1[N+:13]([O-:15])=[O:14].C(=O)(O)[O-].[Na+].[CH2:26](O)[CH3:27], predict the reaction product. The product is: [F:6][C:7]1[CH:8]=[C:9]([CH:16]([CH3:20])[C:17]([O:19][CH2:26][CH3:27])=[O:18])[CH:10]=[CH:11][C:12]=1[N+:13]([O-:15])=[O:14]. (2) Given the reactants [S:1]1[CH:5]=[CH:4][N:3]=[C:2]1[NH:6][C:7]1[N:12]=[C:11]([C:13]([O:15][CH3:16])=[O:14])[CH:10]=[CH:9][CH:8]=1.C(N(CC)C(C)C)(C)C.Cl[CH2:27][O:28][CH3:29], predict the reaction product. The product is: [CH3:27][O:28][CH2:29][N:3]1[CH:4]=[CH:5][S:1][C:2]1=[N:6][C:7]1[N:12]=[C:11]([C:13]([O:15][CH3:16])=[O:14])[CH:10]=[CH:9][CH:8]=1. (3) Given the reactants [NH2:1][C:2]1[CH:3]=[CH:4][C:5]([O:8][C:9](=[O:18])[N:10]([CH3:17])[C:11]2[CH:16]=[CH:15][CH:14]=[CH:13][CH:12]=2)=[N:6][CH:7]=1.[F:19][C:20]1[CH:21]=[C:22]([CH:26]=[CH:27][C:28]=1[F:29])[C:23](Cl)=[O:24].C(N(CC)CC)C.ClCCl, predict the reaction product. The product is: [F:19][C:20]1[CH:21]=[C:22]([CH:26]=[CH:27][C:28]=1[F:29])[C:23]([NH:1][C:2]1[CH:3]=[CH:4][C:5]([O:8][C:9](=[O:18])[N:10]([CH3:17])[C:11]2[CH:16]=[CH:15][CH:14]=[CH:13][CH:12]=2)=[N:6][CH:7]=1)=[O:24]. (4) The product is: [CH:1]1([N:4]([CH2:18][C:19]2[O:20][CH:21]=[C:22]([C:24]([N:26]3[CH2:31][CH2:30][N:29]([CH2:38][C:37]4[N:33]([CH3:32])[CH:34]=[N:35][CH:36]=4)[CH2:28][CH2:27]3)=[O:25])[N:23]=2)[S:5]([C:8]2[C:9]([CH3:17])=[CH:10][C:11]([O:15][CH3:16])=[CH:12][C:13]=2[CH3:14])(=[O:6])=[O:7])[CH2:2][CH2:3]1. Given the reactants [CH:1]1([N:4]([CH2:18][C:19]2[O:20][CH:21]=[C:22]([C:24]([N:26]3[CH2:31][CH2:30][NH:29][CH2:28][CH2:27]3)=[O:25])[N:23]=2)[S:5]([C:8]2[C:13]([CH3:14])=[CH:12][C:11]([O:15][CH3:16])=[CH:10][C:9]=2[CH3:17])(=[O:7])=[O:6])[CH2:3][CH2:2]1.[CH3:32][N:33]1[C:37]([CH:38]=O)=[CH:36][N:35]=[CH:34]1.CC(O)=O, predict the reaction product. (5) The product is: [CH3:20][O:21][C:22]1[CH:23]=[C:24]([NH:25][C:2]2[N:3]=[CH:4][C:5]3[CH2:11][N:10]([C:12]([C:14]4[CH:15]=[N:16][CH:17]=[CH:18][CH:19]=4)=[O:13])[CH2:9][CH2:8][C:6]=3[N:7]=2)[CH:26]=[CH:27][C:28]=1[O:29][CH3:30]. Given the reactants Cl[C:2]1[N:3]=[CH:4][C:5]2[CH2:11][N:10]([C:12]([C:14]3[CH:15]=[N:16][CH:17]=[CH:18][CH:19]=3)=[O:13])[CH2:9][CH2:8][C:6]=2[N:7]=1.[CH3:20][O:21][C:22]1[CH:23]=[C:24]([CH:26]=[CH:27][C:28]=1[O:29][CH3:30])[NH2:25].CCOC(C)=O, predict the reaction product. (6) Given the reactants [Cl:1][C:2]1[CH:7]=[CH:6][CH:5]=[CH:4][C:3]=1[S:8]([NH2:11])(=[O:10])=[O:9].C(N(CC)CC)C.Cl[C:20]([O:22][CH3:23])=[O:21], predict the reaction product. The product is: [CH3:23][O:22][C:20](=[O:21])[NH:11][S:8]([C:3]1[CH:4]=[CH:5][CH:6]=[CH:7][C:2]=1[Cl:1])(=[O:10])=[O:9]. (7) Given the reactants [C:1]([O:5][C:6]([N:8]1[C:13]([CH3:14])=[CH:12][CH2:11][CH2:10][CH:9]1[CH2:15][CH2:16][CH2:17][CH2:18][CH3:19])=[O:7])([CH3:4])([CH3:3])[CH3:2].C([BH3-])#N.[Na+].C(O)(C(F)(F)F)=O.CCOC(C)=O, predict the reaction product. The product is: [C:6]([N:8]1[C@@H:9]([CH2:15][CH2:16][CH2:17][CH2:18][CH3:19])[CH2:10][CH2:11][CH2:12][C@@H:13]1[CH3:14])([O:5][C:1]([CH3:4])([CH3:3])[CH3:2])=[O:7]. (8) Given the reactants [Cl:1][C:2]1[N:3]=[C:4]([C:9]([OH:11])=O)[NH:5][C:6]=1[CH2:7][CH3:8].S(Cl)(Cl)=O.[NH2:16][C:17]1[CH:33]=[CH:32][C:20]2[N:21]([C:25]([O:27][C:28]([CH3:31])([CH3:30])[CH3:29])=[O:26])[CH2:22][CH2:23][O:24][C:19]=2[CH:18]=1, predict the reaction product. The product is: [Cl:1][C:2]1[N:3]=[C:4]([C:9]([NH:16][C:17]2[CH:33]=[CH:32][C:20]3[N:21]([C:25]([O:27][C:28]([CH3:29])([CH3:30])[CH3:31])=[O:26])[CH2:22][CH2:23][O:24][C:19]=3[CH:18]=2)=[O:11])[NH:5][C:6]=1[CH2:7][CH3:8].